Dataset: Catalyst prediction with 721,799 reactions and 888 catalyst types from USPTO. Task: Predict which catalyst facilitates the given reaction. Reactant: [CH3:1][O:2][C:3](=[O:25])[C:4]1[CH:9]=[C:8]([F:10])[C:7]([CH2:11][NH2:12])=[N:6][C:5]=1[NH:13][C:14]1[CH:19]=[CH:18][C:17]([Si:20]([CH3:23])([CH3:22])[CH3:21])=[CH:16][C:15]=1[F:24].[C:26](OC(=O)C)(=[O:28])C. Product: [CH3:1][O:2][C:3](=[O:25])[C:4]1[CH:9]=[C:8]([F:10])[C:7]([CH2:11][NH:12][CH:26]=[O:28])=[N:6][C:5]=1[NH:13][C:14]1[CH:19]=[CH:18][C:17]([Si:20]([CH3:21])([CH3:23])[CH3:22])=[CH:16][C:15]=1[F:24]. The catalyst class is: 106.